Dataset: Reaction yield outcomes from USPTO patents with 853,638 reactions. Task: Predict the reaction yield, written as a fraction of the theoretical maximum amount of product (1.0 means a 100% yield; for example, 0.34 means a 34% yield). (1) The reactants are [CH2:1]([O:8][C:9](=[O:19])[NH:10][CH2:11][C@H:12]([NH2:18])[C@@H:13]([OH:17])[C:14]#[C:15][CH3:16])[C:2]1[CH:7]=[CH:6][CH:5]=[CH:4][CH:3]=1.[C:20]([O:26][CH2:27][C:28]1[CH:33]=[CH:32][CH:31]=[CH:30][CH:29]=1)(=[O:25])[CH2:21][C:22]([O-])=[O:23].C(N(CC)C(C)C)(C)C.CN(C(ON1N=NC2C=CC=NC1=2)=[N+](C)C)C.F[P-](F)(F)(F)(F)F. The catalyst is C(Cl)Cl.CN(C=O)C. The product is [CH2:27]([O:26][C:20](=[O:25])[CH2:21][C:22]([NH:18][C@@H:12]([CH2:11][NH:10][C:9]([O:8][CH2:1][C:2]1[CH:3]=[CH:4][CH:5]=[CH:6][CH:7]=1)=[O:19])[C@@H:13]([OH:17])[C:14]#[C:15][CH3:16])=[O:23])[C:28]1[CH:33]=[CH:32][CH:31]=[CH:30][CH:29]=1. The yield is 0.910. (2) The reactants are [N+:1]([C:4]1[CH:5]=[CH:6][C:7]([O:10][C:11]2[CH:20]=[CH:19][C:14]([C:15]([O:17][CH3:18])=[O:16])=[CH:13][CH:12]=2)=[N:8][CH:9]=1)([O-])=O. The catalyst is CO.[Pd]. The product is [NH2:1][C:4]1[CH:5]=[CH:6][C:7]([O:10][C:11]2[CH:20]=[CH:19][C:14]([C:15]([O:17][CH3:18])=[O:16])=[CH:13][CH:12]=2)=[N:8][CH:9]=1. The yield is 0.130. (3) The reactants are [C:1]1([S:7]([N:10]2[C:14]3=[N:15][CH:16]=[C:17]([Cl:19])[CH:18]=[C:13]3[C:12]([CH:20]([C:22]3[CH:23]=[N:24][C:25]([S:28][CH3:29])=[N:26][CH:27]=3)O)=[CH:11]2)(=[O:9])=[O:8])[CH:6]=[CH:5][CH:4]=[CH:3][CH:2]=1.C([SiH](CC)CC)C.FC(F)(F)C(O)=O. The catalyst is ClCCl. The product is [C:1]1([S:7]([N:10]2[C:14]3=[N:15][CH:16]=[C:17]([Cl:19])[CH:18]=[C:13]3[C:12]([CH2:20][C:22]3[CH:23]=[N:24][C:25]([S:28][CH3:29])=[N:26][CH:27]=3)=[CH:11]2)(=[O:9])=[O:8])[CH:2]=[CH:3][CH:4]=[CH:5][CH:6]=1. The yield is 0.740. (4) The reactants are [Br:1][C:2]1[CH:3]=[N:4][C:5](Cl)=[N:6][CH:7]=1.C(=O)([O-])[O-].[Cs+].[Cs+].[C:15]([N:22]1[CH2:27][CH2:26][NH:25][C@@H:24]([CH3:28])[CH2:23]1)([O:17][C:18]([CH3:21])([CH3:20])[CH3:19])=[O:16]. The catalyst is CN(C)C=O. The product is [Br:1][C:2]1[CH:3]=[N:4][C:5]([N:25]2[CH2:26][CH2:27][N:22]([C:15]([O:17][C:18]([CH3:21])([CH3:20])[CH3:19])=[O:16])[CH2:23][C@@H:24]2[CH3:28])=[N:6][CH:7]=1. The yield is 0.371. (5) The reactants are [Cl:1][C:2]1[C:9]([CH:10](Br)Br)=[CH:8][CH:7]=[C:6]([F:13])[C:3]=1[C:4]#[N:5].[OH-:14].[Na+]. The catalyst is S(=O)(=O)(O)O. The product is [Cl:1][C:2]1[C:9]([CH:10]=[O:14])=[CH:8][CH:7]=[C:6]([F:13])[C:3]=1[C:4]#[N:5]. The yield is 0.640. (6) The reactants are [F:1][C:2]1[CH:3]=[C:4]([C:12](=O)[CH2:13][CH2:14][C:15](=O)[CH3:16])[CH:5]=[CH:6][C:7]=1[S:8]([CH3:11])(=[O:10])=[O:9].[Br:19][C:20]1[CH:26]=[CH:25][C:23]([NH2:24])=[CH:22][CH:21]=1. The catalyst is C1(C)C=CC=CC=1.C1(C)C=CC(S(O)(=O)=O)=CC=1. The product is [Br:19][C:20]1[CH:26]=[CH:25][C:23]([N:24]2[C:15]([CH3:16])=[CH:14][CH:13]=[C:12]2[C:4]2[CH:5]=[CH:6][C:7]([S:8]([CH3:11])(=[O:10])=[O:9])=[C:2]([F:1])[CH:3]=2)=[CH:22][CH:21]=1. The yield is 0.950.